This data is from Forward reaction prediction with 1.9M reactions from USPTO patents (1976-2016). The task is: Predict the product of the given reaction. (1) The product is: [CH2:36]([O:38][C:39]([C:41]1([NH:50][C:4](=[O:6])[C:3]2[CH:7]=[CH:8][CH:9]=[C:10]([CH3:11])[C:2]=2[I:1])[CH2:49][C:48]2[C:43](=[CH:44][CH:45]=[CH:46][CH:47]=2)[CH2:42]1)=[O:40])[CH3:37]. Given the reactants [I:1][C:2]1[C:10]([CH3:11])=[CH:9][CH:8]=[CH:7][C:3]=1[C:4]([OH:6])=O.CN(C(ON1N=NC2C=CC=CC1=2)=[N+](C)C)C.F[P-](F)(F)(F)(F)F.[CH2:36]([O:38][C:39]([C:41]1([NH2:50])[CH2:49][C:48]2[C:43](=[CH:44][CH:45]=[CH:46][CH:47]=2)[CH2:42]1)=[O:40])[CH3:37].C(N(CC)C(C)C)(C)C, predict the reaction product. (2) The product is: [F:24][C:25]1[CH:30]=[CH:29][CH:28]=[CH:27][C:26]=1[C:7]1[C:8](=[O:15])[N:9]2[C:13](=[C:5]([C:3]([OH:2])=[O:4])[CH:6]=1)[CH2:12][CH2:11][CH:10]2[CH3:14]. Given the reactants C[O:2][C:3]([C:5]1[CH:6]=[C:7](OS(C(F)(F)F)(=O)=O)[C:8](=[O:15])[N:9]2[C:13]=1[CH2:12][CH2:11][CH:10]2[CH3:14])=[O:4].[F:24][C:25]1[CH:30]=[CH:29][CH:28]=[CH:27][C:26]=1B(O)O.C(=O)([O-])[O-].[Na+].[Na+].C1(C)C=CC=CC=1, predict the reaction product. (3) Given the reactants [CH2:1]([N:5]1[C:13]([S:14][C:15]2[C:23]([I:24])=[CH:22][C:18]3[O:19][CH2:20][O:21][C:17]=3[CH:16]=2)=[N:12][C:11]2[C:10](=[O:25])[NH:9][CH:8]=[N:7][C:6]1=2)[CH2:2][CH2:3][CH3:4].C(N(CC)C(C)C)(C)C.[CH3:35][O:36][CH2:37][CH2:38][O:39][CH2:40]Cl, predict the reaction product. The product is: [CH2:1]([N:5]1[C:13]([S:14][C:15]2[C:23]([I:24])=[CH:22][C:18]3[O:19][CH2:20][O:21][C:17]=3[CH:16]=2)=[N:12][C:11]2[C:10](=[O:25])[N:9]([CH2:35][O:36][CH2:37][CH2:38][O:39][CH3:40])[CH:8]=[N:7][C:6]1=2)[CH2:2][CH2:3][CH3:4]. (4) The product is: [OH:61][C@H:58]1[CH2:59][CH2:60][N:55]([CH2:3][CH2:13][N:14]2[CH2:15][CH2:16][CH:17]([NH:20][C:21]([C:23]3[NH:24][C:25]4[C:30]([CH:31]=3)=[C:29]([O:32][CH2:33][C:34]3[C:38]5[CH:39]=[CH:40][CH:41]=[CH:42][C:37]=5[O:36][CH:35]=3)[CH:28]=[CH:27][CH:26]=4)=[O:22])[CH2:18][CH2:19]2)[CH2:56][C@@H:57]1[CH3:62]. Given the reactants Cl.Cl.[C@H:3]1([CH2:13][N:14]2[CH2:19][CH2:18][CH:17]([NH:20][C:21]([C:23]3[NH:24][C:25]4[C:30]([CH:31]=3)=[C:29]([O:32][CH2:33][C:34]3[C:38]5[CH:39]=[CH:40][CH:41]=[CH:42][C:37]=5[O:36][CH:35]=3)[CH:28]=[CH:27][CH:26]=4)=[O:22])[CH2:16][CH2:15]2)[C@@H]2N(CCCC2)CCC1.Cl.Cl.Cl.NC1CCN(CC[N:55]2[CH2:60][CH2:59][C@H:58]([OH:61])[C@@H:57]([CH3:62])[CH2:56]2)CC1, predict the reaction product. (5) Given the reactants Cl[C:2]1[C:11]2[C:6](=[CH:7][CH:8]=[CH:9][CH:10]=2)[N:5]=[CH:4][N:3]=1.[CH3:12][C:13]1[CH:20]=[CH:19][C:16]([NH:17][CH3:18])=[CH:15][CH:14]=1, predict the reaction product. The product is: [CH3:12][C:13]1[CH:20]=[CH:19][C:16]([N:17]([CH3:18])[C:2]2[C:11]3[C:6](=[CH:7][CH:8]=[CH:9][CH:10]=3)[N:5]=[CH:4][N:3]=2)=[CH:15][CH:14]=1. (6) The product is: [Cl:1][C:2]1[CH:10]=[CH:9][C:8]([N+:11]([O-:13])=[O:12])=[CH:7][C:3]=1[C:4]([Cl:16])=[O:5]. Given the reactants [Cl:1][C:2]1[CH:10]=[CH:9][C:8]([N+:11]([O-:13])=[O:12])=[CH:7][C:3]=1[C:4](O)=[O:5].S(Cl)([Cl:16])=O, predict the reaction product. (7) The product is: [Cl:2][C:3]1[CH:8]=[CH:7][CH:6]=[CH:5][C:4]=1[CH:9]1[N:13]([C:14]2[CH:19]=[CH:18][CH:17]=[C:16]([N:20]3[CH2:21][CH2:22][N:23]([S:39]([CH:36]4[CH2:38][CH2:37]4)(=[O:41])=[O:40])[CH2:24][CH2:25]3)[CH:15]=2)[N:12]=[C:11]([C:26]([C:28]([F:31])([F:30])[F:29])([C:32]([F:33])([F:35])[F:34])[OH:27])[CH2:10]1. Given the reactants Cl.[Cl:2][C:3]1[CH:8]=[CH:7][CH:6]=[CH:5][C:4]=1[CH:9]1[N:13]([C:14]2[CH:19]=[CH:18][CH:17]=[C:16]([N:20]3[CH2:25][CH2:24][NH:23][CH2:22][CH2:21]3)[CH:15]=2)[N:12]=[C:11]([C:26]([C:32]([F:35])([F:34])[F:33])([C:28]([F:31])([F:30])[F:29])[OH:27])[CH2:10]1.[CH:36]1([S:39](Cl)(=[O:41])=[O:40])[CH2:38][CH2:37]1.C(N(CC)CC)C, predict the reaction product. (8) The product is: [Br:1][C:2]1[CH:3]=[C:4]2[C:8](=[CH:9][CH:10]=1)[C@@H:7]([N:11]1[C:15]3=[N:16][C:17]([CH2:21][C:22]([NH:24][NH:25][C:37](=[O:40])[CH2:38][CH3:39])=[O:23])=[CH:18][C:19]([CH3:20])=[C:14]3[N:13]=[C:12]1[CH2:26][CH3:27])[CH2:6][CH2:5]2. Given the reactants [Br:1][C:2]1[CH:3]=[C:4]2[C:8](=[CH:9][CH:10]=1)[C@@H:7]([N:11]1[C:15]3=[N:16][C:17]([CH2:21][C:22]([NH:24][NH2:25])=[O:23])=[CH:18][C:19]([CH3:20])=[C:14]3[N:13]=[C:12]1[CH2:26][CH3:27])[CH2:6][CH2:5]2.CCN(C(C)C)C(C)C.[C:37](Cl)(=[O:40])[CH2:38][CH3:39], predict the reaction product. (9) Given the reactants [Si:1]([O:8][C:9]1[CH:10]=[C:11]([NH2:32])[C:12]([NH:15][C:16]2[CH:21]=[CH:20][C:19]([O:22][CH2:23][CH2:24][O:25][CH:26]3[CH2:31][CH2:30][CH2:29][CH2:28][O:27]3)=[CH:18][CH:17]=2)=[CH:13][CH:14]=1)([C:4]([CH3:7])([CH3:6])[CH3:5])([CH3:3])[CH3:2].[CH2:33](OC(OCC)OCC)C.FC(F)(F)S([O-])(=O)=O.[Yb+3].FC(F)(F)S([O-])(=O)=O.FC(F)(F)S([O-])(=O)=O.C(OCC)(=O)C, predict the reaction product. The product is: [Si:1]([O:8][C:9]1[CH:14]=[CH:13][C:12]2[N:15]([C:16]3[CH:21]=[CH:20][C:19]([O:22][CH2:23][CH2:24][O:25][CH:26]4[CH2:31][CH2:30][CH2:29][CH2:28][O:27]4)=[CH:18][CH:17]=3)[CH:33]=[N:32][C:11]=2[CH:10]=1)([C:4]([CH3:7])([CH3:6])[CH3:5])([CH3:3])[CH3:2].